From a dataset of Reaction yield outcomes from USPTO patents with 853,638 reactions. Predict the reaction yield, written as a fraction of the theoretical maximum amount of product (1.0 means a 100% yield; for example, 0.34 means a 34% yield). (1) The reactants are N(C(OC(C)(C)C)=O)=NC(OC(C)(C)C)=O.[OH:17][C@@H:18]1[CH2:22][CH2:21][N:20]([C:23]([O:25][C:26]([CH3:29])([CH3:28])[CH3:27])=[O:24])[CH2:19]1.[F:30][C:31]([F:35])([F:34])[CH2:32]O.C1(P(C2C=CC=CC=2)C2C=CC=CC=2)C=CC=CC=1. The catalyst is C1COCC1. The product is [F:30][C:31]([F:35])([F:34])[CH2:32][O:17][C@H:18]1[CH2:22][CH2:21][N:20]([C:23]([O:25][C:26]([CH3:29])([CH3:28])[CH3:27])=[O:24])[CH2:19]1. The yield is 0.140. (2) The reactants are [CH3:1][O:2][C:3]1[CH:4]=[C:5]([CH2:9][C:10]([C:12]2[CH:13]=[N:14][CH:15]=[CH:16][CH:17]=2)=O)[CH:6]=[CH:7][CH:8]=1.[CH2:18]([O:20][C:21]1[C:22]([OH:32])=[C:23]([CH:27]=[C:28]([CH:30]=O)[CH:29]=1)[C:24]([OH:26])=[O:25])[CH3:19].[NH2:33][C:34]([NH2:36])=[O:35].Cl. The catalyst is C(O)C. The product is [CH2:18]([O:20][C:21]1[C:22]([OH:32])=[C:23]([CH:27]=[C:28]([CH:30]2[C:9]([C:5]3[CH:6]=[CH:7][CH:8]=[C:3]([O:2][CH3:1])[CH:4]=3)=[C:10]([C:12]3[CH:13]=[N:14][CH:15]=[CH:16][CH:17]=3)[NH:36][C:34](=[O:35])[NH:33]2)[CH:29]=1)[C:24]([OH:26])=[O:25])[CH3:19]. The yield is 0.169. (3) The reactants are [Cl:1][C:2]1[CH:7]=[CH:6][C:5]([C:8](=[O:10])[CH3:9])=[CH:4][CH:3]=1.C(O[CH:15](OC(C)C)[N:16]([CH3:18])[CH3:17])(C)C. No catalyst specified. The product is [CH3:15][N:16]([CH3:18])/[CH:17]=[CH:9]/[C:8]([C:5]1[CH:6]=[CH:7][C:2]([Cl:1])=[CH:3][CH:4]=1)=[O:10]. The yield is 0.990.